This data is from Forward reaction prediction with 1.9M reactions from USPTO patents (1976-2016). The task is: Predict the product of the given reaction. (1) Given the reactants [Cl:1][C:2]1[CH:3]=[C:4]([NH2:9])[C:5]([NH2:8])=[CH:6][CH:7]=1.[S:10]1[C:14]2[CH:15]=[CH:16][CH:17]=[CH:18][C:13]=2[CH:12]=[C:11]1[S:19](Cl)(=[O:21])=[O:20], predict the reaction product. The product is: [Cl:1][C:2]1[CH:7]=[CH:6][C:5]([NH:8][S:19]([C:11]2[S:10][C:14]3[CH:15]=[CH:16][CH:17]=[CH:18][C:13]=3[CH:12]=2)(=[O:21])=[O:20])=[C:4]([NH:9][S:19]([C:11]2[S:10][C:14]3[CH:15]=[CH:16][CH:17]=[CH:18][C:13]=3[CH:12]=2)(=[O:20])=[O:21])[CH:3]=1. (2) Given the reactants [Cl:1][C:2]1[CH:22]=[C:21]([OH:23])[CH:20]=[CH:19][C:3]=1[CH2:4][N:5]1[C:9]2=[N:10][C:11]([C:14]([O:16][CH3:17])=[O:15])=[CH:12][CH:13]=[C:8]2[N:7]=[C:6]1[CH3:18].[S:24]1[CH:28]=[CH:27][C:26]([CH2:29]O)=[CH:25]1.C1(P(C2C=CC=CC=2)C2C=CC=CC=2)C=CC=CC=1.N(C(OCC)=O)=NC(OCC)=O, predict the reaction product. The product is: [Cl:1][C:2]1[CH:22]=[C:21]([O:23][CH2:29][C:26]2[CH:27]=[CH:28][S:24][CH:25]=2)[CH:20]=[CH:19][C:3]=1[CH2:4][N:5]1[C:9]2=[N:10][C:11]([C:14]([O:16][CH3:17])=[O:15])=[CH:12][CH:13]=[C:8]2[N:7]=[C:6]1[CH3:18]. (3) The product is: [F:1][C:2]([F:11])([F:12])[O:3][C:4]1[CH:10]=[CH:9][C:7]([NH:8][C:23]([C:19]2[S:20][CH:21]=[CH:22][C:18]=2[NH2:17])=[O:24])=[CH:6][CH:5]=1. Given the reactants [F:1][C:2]([F:12])([F:11])[O:3][C:4]1[CH:10]=[CH:9][C:7]([NH2:8])=[CH:6][CH:5]=1.C[Al](C)C.[NH2:17][C:18]1[CH:22]=[CH:21][S:20][C:19]=1[C:23](OC)=[O:24].C(=O)(O)[O-].[Na+], predict the reaction product. (4) The product is: [N+:6]([C:9]1[CH:14]=[CH:13][C:12]2[O:15][CH2:2][C:3](=[O:4])[NH:16][C:11]=2[CH:10]=1)([O-:8])=[O:7]. Given the reactants Cl[CH2:2][C:3](Cl)=[O:4].[N+:6]([C:9]1[CH:14]=[CH:13][C:12]([OH:15])=[C:11]([NH2:16])[CH:10]=1)([O-:8])=[O:7].C([O-])(O)=O.[Na+], predict the reaction product. (5) Given the reactants [Cl:1][C:2]1[CH:3]=[C:4]([NH:9][C:10]([N:12]2[C@@H:17]([CH3:18])[CH2:16][N:15]3[N:19]=[CH:20][C:21]([N:22]4[C:29](=[O:30])[CH2:28][C:24]5([CH2:27][NH:26][CH2:25]5)[CH2:23]4)=[C:14]3[CH2:13]2)=[O:11])[CH:5]=[CH:6][C:7]=1[F:8].CCN(CC)CC.[C:38](Cl)(=[O:40])[CH3:39], predict the reaction product. The product is: [C:38]([N:26]1[CH2:25][C:24]2([CH2:28][C:29](=[O:30])[N:22]([C:21]3[CH:20]=[N:19][N:15]4[CH2:16][C@H:17]([CH3:18])[N:12]([C:10]([NH:9][C:4]5[CH:5]=[CH:6][C:7]([F:8])=[C:2]([Cl:1])[CH:3]=5)=[O:11])[CH2:13][C:14]=34)[CH2:23]2)[CH2:27]1)(=[O:40])[CH3:39].